From a dataset of Peptide-MHC class I binding affinity with 185,985 pairs from IEDB/IMGT. Regression. Given a peptide amino acid sequence and an MHC pseudo amino acid sequence, predict their binding affinity value. This is MHC class I binding data. The MHC is HLA-A02:06 with pseudo-sequence HLA-A02:06. The binding affinity (normalized) is 0.534. The peptide sequence is KMNPPKFSKV.